This data is from Full USPTO retrosynthesis dataset with 1.9M reactions from patents (1976-2016). The task is: Predict the reactants needed to synthesize the given product. (1) Given the product [Br:1][C:2]1[CH:3]=[CH:4][C:5]([C:8]2([O:13][CH2:14][C:15]([O:17][CH3:18])=[O:16])[CH2:9][CH2:10][CH2:11][CH2:12]2)=[CH:6][CH:7]=1, predict the reactants needed to synthesize it. The reactants are: [Br:1][C:2]1[CH:7]=[CH:6][C:5]([C:8]2([O:13][CH2:14][C:15]([OH:17])=[O:16])[CH2:12][CH2:11][CH2:10][CH2:9]2)=[CH:4][CH:3]=1.[C:18](=O)([O-])[O-].[K+].[K+]. (2) Given the product [C:1]1([S:7]([C:10]2[CH:22]=[CH:21][C:13]([Cl:29])=[CH:12][CH:11]=2)(=[O:9])=[O:8])[CH:6]=[CH:5][CH:4]=[CH:3][CH:2]=1, predict the reactants needed to synthesize it. The reactants are: [C:1]1([S:7]([C:10]2[CH:22]=[CH:21][C:13](OC3C=CC=CC=3)=[CH:12][CH:11]=2)(=[O:9])=[O:8])[CH:6]=[CH:5][CH:4]=[CH:3][CH:2]=1.C1C=CC([Cl:29])=C(Cl)C=1. (3) The reactants are: [CH:1]1([NH:6][C:7]2[N:12]=[N:11][C:10]([NH:13][C:14]([C:16]3[CH:32]=[CH:31][C:19]([O:20][C@@H:21]4[CH2:26][CH2:25][C@H:24]([C:27]([O:29]C)=[O:28])[CH2:23][CH2:22]4)=[CH:18][CH:17]=3)=[O:15])=[CH:9][CH:8]=2)[CH2:5][CH2:4][CH2:3][CH2:2]1.O.[OH-].[Li+].Cl. Given the product [CH:1]1([NH:6][C:7]2[N:12]=[N:11][C:10]([NH:13][C:14]([C:16]3[CH:17]=[CH:18][C:19]([O:20][C@@H:21]4[CH2:26][CH2:25][C@H:24]([C:27]([OH:29])=[O:28])[CH2:23][CH2:22]4)=[CH:31][CH:32]=3)=[O:15])=[CH:9][CH:8]=2)[CH2:2][CH2:3][CH2:4][CH2:5]1, predict the reactants needed to synthesize it. (4) Given the product [Br:1][C:2]1[CH:6]=[C:5]([N:7]([CH2:8][CH:9]2[O:13][CH2:12][CH2:11][O:10]2)[CH2:18][CH2:19][CH3:20])[S:4][C:3]=1[C:14]#[N:15], predict the reactants needed to synthesize it. The reactants are: [Br:1][C:2]1[CH:6]=[C:5]([NH:7][CH2:8][CH:9]2[O:13][CH2:12][CH2:11][O:10]2)[S:4][C:3]=1[C:14]#[N:15].[H-].[Na+].[CH2:18](I)[CH2:19][CH3:20]. (5) Given the product [CH3:9][O:10][C:11]1[CH:16]=[CH:15][C:14](/[CH:2]=[C:3]2/[CH:4]=[CH:5][C:6](=[O:8])[O:7]/2)=[CH:13][CH:12]=1, predict the reactants needed to synthesize it. The reactants are: Br[CH:2]=[C:3]1[O:7][C:6](=[O:8])[CH:5]=[CH:4]1.[CH3:9][O:10][C:11]1[CH:16]=[CH:15][C:14](B(O)O)=[CH:13][CH:12]=1.[F-].[Cs+]. (6) Given the product [Cl:23][C:24]1[C:29]([Cl:30])=[CH:28][CH:27]=[CH:26][C:25]=1[N:31]=[C:32]1[NH:8][C@@H:3]([CH2:4][CH:5]([CH3:7])[CH3:6])[CH2:2][S:33]1, predict the reactants needed to synthesize it. The reactants are: O[CH2:2][C@@H:3]([NH2:8])[CH2:4][CH:5]([CH3:7])[CH3:6].COC(=O)[C@H](CC(C)C)N.OCCN.[Cl:23][C:24]1[C:29]([Cl:30])=[CH:28][CH:27]=[CH:26][C:25]=1[N:31]=[C:32]=[S:33]. (7) Given the product [CH3:1][C:2]1[C:6]([C:7]2[CH:8]=[C:9]([C:27]3[C:26]([CH3:25])=[CH:35][CH:34]=[C:33]4[C:28]=3[CH:29]=[CH:30][CH:31]=[N:32]4)[C:10]3[N:14]=[C:13]([NH:15][S:16]([CH:19]4[CH2:21][CH2:20]4)(=[O:18])=[O:17])[NH:12][C:11]=3[CH:22]=2)=[C:5]([CH3:24])[O:4][N:3]=1, predict the reactants needed to synthesize it. The reactants are: [CH3:1][C:2]1[C:6]([C:7]2[CH:8]=[C:9](I)[C:10]3[N:14]=[C:13]([NH:15][S:16]([CH:19]4[CH2:21][CH2:20]4)(=[O:18])=[O:17])[NH:12][C:11]=3[CH:22]=2)=[C:5]([CH3:24])[O:4][N:3]=1.[CH3:25][C:26]1[C:27](B(O)O)=[C:28]2[C:33](=[CH:34][CH:35]=1)[N:32]=[CH:31][CH:30]=[CH:29]2.N12CCCN=C1CCCCC2.[Cl-].[NH4+].